Dataset: Catalyst prediction with 721,799 reactions and 888 catalyst types from USPTO. Task: Predict which catalyst facilitates the given reaction. (1) Product: [CH3:3][CH:2]([N:4]1[C:12](/[CH:13]=[CH:14]/[CH:15]([OH:24])[CH2:16][CH:17]([OH:23])[CH2:18][C:19]([O-:21])=[O:20])=[C:11]([C:25]2[CH:26]=[CH:27][C:28]([F:31])=[CH:29][CH:30]=2)[C:10]2[CH:9]=[CH:8][CH:7]=[CH:6][C:5]1=2)[CH3:1].[Na+:35]. Reactant: [CH3:1][CH:2]([N:4]1[C:12](/[CH:13]=[CH:14]/[C@H:15]([OH:24])[CH2:16][C@H:17]([OH:23])[CH2:18][C:19]([O:21]C)=[O:20])=[C:11]([C:25]2[CH:30]=[CH:29][C:28]([F:31])=[CH:27][CH:26]=2)[C:10]2[C:5]1=[CH:6][CH:7]=[CH:8][CH:9]=2)[CH3:3].CO.[OH-].[Na+:35]. The catalyst class is: 41. (2) Reactant: CON(C)[C:4]([C@H:6]1[N:10]([C:11]([O:13][C:14]([CH3:17])([CH3:16])[CH3:15])=[O:12])[CH2:9][C@@:8]2([C:25]3[C:20](=[CH:21][CH:22]=[CH:23][CH:24]=3)[NH:19][C:18]2=[O:26])[CH2:7]1)=[O:5].[Cl:28][C:29]1[CH:34]=[CH:33][C:32]([Mg]Br)=[CH:31][CH:30]=1. Product: [Cl:28][C:29]1[CH:34]=[CH:33][C:32]([C:4]([C@H:6]2[N:10]([C:11]([O:13][C:14]([CH3:16])([CH3:15])[CH3:17])=[O:12])[CH2:9][C@@:8]3([C:25]4[C:20](=[CH:21][CH:22]=[CH:23][CH:24]=4)[NH:19][C:18]3=[O:26])[CH2:7]2)=[O:5])=[CH:31][CH:30]=1. The catalyst class is: 1. (3) Reactant: [CH3:1][C:2]([C:5]1[N:13]=[C:8]2[CH:9]=[N:10][CH:11]=[CH:12][N:7]2[N:6]=1)([CH3:4])[CH3:3]. Product: [CH3:4][C:2]([C:5]1[N:13]=[C:8]2[CH2:9][NH:10][CH2:11][CH2:12][N:7]2[N:6]=1)([CH3:1])[CH3:3]. The catalyst class is: 63. (4) Product: [CH3:1][C:2]1[C:6]([CH2:7][N:8]2[N:12]=[N:11][C:10]([NH:13][C:20](=[O:21])[C:19]3[CH:23]=[CH:24][CH:25]=[C:17]([O:16][CH3:15])[CH:18]=3)=[N:9]2)=[C:5]([CH3:14])[O:4][N:3]=1. The catalyst class is: 245. Reactant: [CH3:1][C:2]1[C:6]([CH2:7][N:8]2[N:12]=[N:11][C:10]([NH2:13])=[N:9]2)=[C:5]([CH3:14])[O:4][N:3]=1.[CH3:15][O:16][C:17]1[CH:18]=[C:19]([CH:23]=[CH:24][CH:25]=1)[C:20](Cl)=[O:21].N1C=CC=CC=1. (5) Reactant: [F:1][C:2]1[CH:7]=[CH:6][C:5]([CH:8]2[CH2:13][CH2:12][N:11](C(OC(C)(C)C)=O)[CH2:10][CH2:9]2)=[CH:4][C:3]=1[NH:21][C:22](=[O:35])[CH2:23][CH2:24][CH2:25][CH2:26][C:27]1[CH:32]=[CH:31][CH:30]=[CH:29][C:28]=1[O:33][CH3:34].FC(F)(F)C(O)=O. Product: [F:1][C:2]1[CH:7]=[CH:6][C:5]([CH:8]2[CH2:9][CH2:10][NH:11][CH2:12][CH2:13]2)=[CH:4][C:3]=1[NH:21][C:22](=[O:35])[CH2:23][CH2:24][CH2:25][CH2:26][C:27]1[CH:32]=[CH:31][CH:30]=[CH:29][C:28]=1[O:33][CH3:34]. The catalyst class is: 2. (6) Reactant: O[CH:2]([C:8]1[CH:9]=[N:10][CH:11]=[CH:12][CH:13]=1)[C:3]([O:5][CH2:6][CH3:7])=[O:4].Cl.Cl.[CH2:16]1[NH:21][CH2:20][CH2:19][N:18]2[CH2:22][CH2:23][CH2:24][C@@H:17]12. Product: [CH2:16]1[N:21]([CH:2]([C:8]2[CH:9]=[N:10][CH:11]=[CH:12][CH:13]=2)[C:3]([O:5][CH2:6][CH3:7])=[O:4])[CH2:20][CH2:19][N:18]2[CH2:22][CH2:23][CH2:24][C@@H:17]12. The catalyst class is: 2. (7) Reactant: [CH3:1][O:2][C:3](=[O:21])[C:4]1[CH:9]=[C:8]([C:10](=[O:12])[CH3:11])[C:7]([C:13]([F:16])([F:15])[F:14])=[CH:6][C:5]=1[NH:17][C:18](=[O:20])[CH3:19]. Product: [CH3:1][O:2][C:3](=[O:21])[C:4]1[CH:9]=[C:8]([CH:10]([OH:12])[CH3:11])[C:7]([C:13]([F:16])([F:15])[F:14])=[CH:6][C:5]=1[NH:17][C:18](=[O:20])[CH3:19]. The catalyst class is: 354. (8) Reactant: [O:1]1[CH:5]=[CH:4][CH:3]=[C:2]1[C:6]1[N:11]=[C:10]([NH2:12])[CH:9]=[C:8]([N:13]2[CH:17]=[CH:16][CH:15]=[N:14]2)[N:7]=1.C([Li])CCC.[C:23](=O)([O:31]C1C=CC([N+]([O-])=O)=CC=1)[O:24][CH2:25][CH:26]1[CH2:30][CH2:29][CH2:28][CH2:27]1.O. Product: [O:1]1[CH:5]=[CH:4][CH:3]=[C:2]1[C:6]1[N:11]=[C:10]([NH:12][C:23](=[O:31])[O:24][CH2:25][CH:26]2[CH2:30][CH2:29][CH2:28][CH2:27]2)[CH:9]=[C:8]([N:13]2[CH:17]=[CH:16][CH:15]=[N:14]2)[N:7]=1. The catalyst class is: 7.